Predict the reactants needed to synthesize the given product. From a dataset of Full USPTO retrosynthesis dataset with 1.9M reactions from patents (1976-2016). Given the product [CH3:17][C:18]([S@:21]([NH:23][CH:14]([C:4]1[CH:5]=[N:6][C:7]([O:8][CH2:9][C:10]([F:13])([F:12])[F:11])=[C:2]([CH3:1])[CH:3]=1)[CH3:15])=[O:22])([CH3:20])[CH3:19], predict the reactants needed to synthesize it. The reactants are: [CH3:1][C:2]1[CH:3]=[C:4]([C:14](=O)[CH3:15])[CH:5]=[N:6][C:7]=1[O:8][CH2:9][C:10]([F:13])([F:12])[F:11].[CH3:17][C:18]([S@:21]([NH2:23])=[O:22])([CH3:20])[CH3:19].